This data is from Peptide-MHC class I binding affinity with 185,985 pairs from IEDB/IMGT. The task is: Regression. Given a peptide amino acid sequence and an MHC pseudo amino acid sequence, predict their binding affinity value. This is MHC class I binding data. (1) The peptide sequence is NMKEEMARHL. The MHC is HLA-A02:01 with pseudo-sequence HLA-A02:01. The binding affinity (normalized) is 0.486. (2) The peptide sequence is NEMVLLQMEN. The MHC is HLA-B44:02 with pseudo-sequence HLA-B44:02. The binding affinity (normalized) is 0.423. (3) The peptide sequence is RDYVDRFYKTL. The MHC is HLA-B53:01 with pseudo-sequence HLA-B53:01. The binding affinity (normalized) is 0.